From a dataset of Peptide-MHC class I binding affinity with 185,985 pairs from IEDB/IMGT. Regression. Given a peptide amino acid sequence and an MHC pseudo amino acid sequence, predict their binding affinity value. This is MHC class I binding data. The peptide sequence is TTNQQAELEAF. The MHC is Mamu-B01 with pseudo-sequence Mamu-B01. The binding affinity (normalized) is 0.